Predict which catalyst facilitates the given reaction. From a dataset of Catalyst prediction with 721,799 reactions and 888 catalyst types from USPTO. (1) Reactant: FC(F)(F)C(O)=O.[CH:8]1([C:11]2[CH:12]=[CH:13][C:14]([CH:19]([C:34]3[CH:39]=[CH:38][C:37]([CH:40]([CH3:42])[CH3:41])=[CH:36][CH:35]=3)[CH2:20][C@H:21]3[CH2:25][CH2:24][C:23](=[O:26])[N:22]3C(OC(C)(C)C)=O)=[N:15][C:16]=2[O:17][CH3:18])[CH2:10][CH2:9]1.C(=O)(O)[O-].[Na+]. Product: [CH:8]1([C:11]2[CH:12]=[CH:13][C:14]([CH:19]([C:34]3[CH:39]=[CH:38][C:37]([CH:40]([CH3:42])[CH3:41])=[CH:36][CH:35]=3)[CH2:20][C@@H:21]3[NH:22][C:23](=[O:26])[CH2:24][CH2:25]3)=[N:15][C:16]=2[O:17][CH3:18])[CH2:10][CH2:9]1. The catalyst class is: 2. (2) Reactant: [Cl:1][C:2]1[CH:9]=[CH:8][C:5]([CH:6]=O)=[CH:4][C:3]=1[N+:10]([O-:12])=[O:11].[Br-].[CH2:14]([P+](C1C=CC=CC=1)(C1C=CC=CC=1)C1C=CC=CC=1)[C:15]1[CH:20]=[CH:19][CH:18]=[CH:17][CH:16]=1.[H-].[Na+].Cl. Product: [Cl:1][C:2]1[CH:9]=[CH:8][C:5](/[CH:6]=[CH:14]\[C:15]2[CH:20]=[CH:19][CH:18]=[CH:17][CH:16]=2)=[CH:4][C:3]=1[N+:10]([O-:12])=[O:11]. The catalyst class is: 11. (3) Reactant: [NH2:1][C:2]1[C:3]([C:14]([OH:16])=O)=[N:4][C:5]2[C:10]([CH:11]=1)=[CH:9][CH:8]=[C:7]([CH2:12][CH3:13])[CH:6]=2.[NH2:17][C:18]1[CH:19]=[N:20][CH:21]=[CH:22][C:23]=1[CH:24]1[CH2:29][CH2:28][CH2:27][CH:26]([N:30]2C(=O)C3C(=CC=CC=3)C2=O)[CH2:25]1.CN(C(ON1N=NC2C=CC=NC1=2)=[N+](C)C)C.F[P-](F)(F)(F)(F)F.CCN(C(C)C)C(C)C.[OH-].[Na+].NN. Product: [NH2:1][C:2]1[C:3]([C:14]([NH:17][C:18]2[CH:19]=[N:20][CH:21]=[CH:22][C:23]=2[CH:24]2[CH2:29][CH2:28][CH2:27][CH:26]([NH2:30])[CH2:25]2)=[O:16])=[N:4][C:5]2[C:10]([CH:11]=1)=[CH:9][CH:8]=[C:7]([CH2:12][CH3:13])[CH:6]=2. The catalyst class is: 121. (4) Reactant: [NH2:1][C:2](=[O:39])[CH2:3][C:4]1([NH:19][C:20]([C:22]2[CH:27]=[CH:26][C:25]([N:28]3[CH2:31][C:30]([F:33])([F:32])[CH2:29]3)=[C:24]([O:34][CH2:35][CH:36]3[CH2:38][CH2:37]3)[N:23]=2)=[O:21])[CH2:8][CH2:7][N:6](C(OCC2C=CC=CC=2)=O)[CH2:5]1. Product: [NH2:1][C:2](=[O:39])[CH2:3][C:4]1([NH:19][C:20]([C:22]2[CH:27]=[CH:26][C:25]([N:28]3[CH2:29][C:30]([F:33])([F:32])[CH2:31]3)=[C:24]([O:34][CH2:35][CH:36]3[CH2:38][CH2:37]3)[N:23]=2)=[O:21])[CH2:8][CH2:7][NH:6][CH2:5]1. The catalyst class is: 45.